This data is from Full USPTO retrosynthesis dataset with 1.9M reactions from patents (1976-2016). The task is: Predict the reactants needed to synthesize the given product. Given the product [CH2:1]([O:3][C:4]([C:6]1[N:7]=[CH:8][C:9]2[C:14]([C:15]=1[OH:16])=[CH:13][CH:12]=[C:11]([C:22]1[CH:23]=[CH:24][C:19]([F:18])=[CH:20][CH:21]=1)[CH:10]=2)=[O:5])[CH3:2], predict the reactants needed to synthesize it. The reactants are: [CH2:1]([O:3][C:4]([C:6]1[N:7]=[CH:8][C:9]2[C:14]([C:15]=1[OH:16])=[CH:13][CH:12]=[C:11](Br)[CH:10]=2)=[O:5])[CH3:2].[F:18][C:19]1[CH:24]=[CH:23][C:22]([Sn](CCCC)(CCCC)CCCC)=[CH:21][CH:20]=1.